The task is: Predict the reactants needed to synthesize the given product.. This data is from Full USPTO retrosynthesis dataset with 1.9M reactions from patents (1976-2016). (1) Given the product [F:11][C:9]1[CH:8]=[CH:7][C:4]([CH2:5][NH:16][CH3:15])=[C:3]([S:2][CH3:1])[CH:10]=1, predict the reactants needed to synthesize it. The reactants are: [CH3:1][S:2][C:3]1[CH:10]=[C:9]([F:11])[CH:8]=[CH:7][C:4]=1[CH:5]=O.CN.[BH3-][C:15]#[N:16].[Na+]. (2) Given the product [NH2:1][C:2]1[C:7]2=[C:8]([C:25]3[CH:26]=[CH:27][C:28]4[C:32]([CH:33]=3)=[N:31][N:30]([CH2:34][C:35]3[CH:36]=[CH:37][CH:38]=[CH:39][CH:40]=3)[CH:29]=4)[CH:9]=[C:10]([C:11]3([OH:24])[CH2:16][CH2:15][CH2:14][NH:13][CH2:12]3)[N:6]2[N:5]=[CH:4][N:3]=1, predict the reactants needed to synthesize it. The reactants are: [NH2:1][C:2]1[C:7]2=[C:8]([C:25]3[CH:26]=[CH:27][C:28]4[C:32]([CH:33]=3)=[N:31][N:30]([CH2:34][C:35]3[CH:40]=[CH:39][CH:38]=[CH:37][CH:36]=3)[CH:29]=4)[CH:9]=[C:10]([C:11]3([OH:24])[CH2:16][CH2:15][CH2:14][N:13](C(OC(C)(C)C)=O)[CH2:12]3)[N:6]2[N:5]=[CH:4][N:3]=1.Cl. (3) Given the product [CH:1]([O:4][C:5]([N:7]1[CH2:8][CH2:9][CH:10]([C@@H:13]([O:15][C:16]2[CH:21]=[CH:20][C:19]([C:54]3[CH:55]=[N:56][C:51]([N:40]4[CH2:41][C@H:42]([C:43]5[CH:48]=[C:47]([F:49])[CH:46]=[CH:45][C:44]=5[F:50])[C@@H:38]([NH2:37])[CH2:39]4)=[N:52][CH:53]=3)=[CH:18][N:17]=2)[CH3:14])[CH2:11][CH2:12]1)=[O:6])([CH3:2])[CH3:3], predict the reactants needed to synthesize it. The reactants are: [CH:1]([O:4][C:5]([N:7]1[CH2:12][CH2:11][CH:10]([CH:13]([O:15][C:16]2[CH:21]=[CH:20][C:19](B3OC(C)(C)C(C)(C)O3)=[CH:18][N:17]=2)[CH3:14])[CH2:9][CH2:8]1)=[O:6])([CH3:3])[CH3:2].C(OC(=O)[NH:37][C@@H:38]1[C@@H:42]([C:43]2[CH:48]=[C:47]([F:49])[CH:46]=[CH:45][C:44]=2[F:50])[CH2:41][N:40]([C:51]2[N:56]=[CH:55][C:54](Br)=[CH:53][N:52]=2)[CH2:39]1)(C)(C)C. (4) Given the product [CH:14]1([C:12]([NH:11][C:9]2[CH:10]=[C:3]3[C:2]([C:25]4[CH:43]=[CH:42][C:28]([O:29][C@@H:30]5[CH2:34][CH2:33][N:32]([C:35]([O:37][C:38]([CH3:39])([CH3:40])[CH3:41])=[O:36])[CH2:31]5)=[CH:27][CH:26]=4)=[CH:7][CH:6]=[CH:5][N:4]3[N:8]=2)=[O:13])[CH2:16][CH2:15]1, predict the reactants needed to synthesize it. The reactants are: Br[C:2]1[C:3]2[N:4]([N:8]=[C:9]([NH:11][C:12]([CH:14]3[CH2:16][CH2:15]3)=[O:13])[CH:10]=2)[CH:5]=[CH:6][CH:7]=1.CC1(C)C(C)(C)OB([C:25]2[CH:43]=[CH:42][C:28]([O:29][C@@H:30]3[CH2:34][CH2:33][N:32]([C:35]([O:37][C:38]([CH3:41])([CH3:40])[CH3:39])=[O:36])[CH2:31]3)=[CH:27][CH:26]=2)O1.C([O-])([O-])=O.[Na+].[Na+].O. (5) Given the product [CH3:15][S:16][C:17]1[CH:18]=[C:19]([CH:21]=[CH:22][CH:23]=1)[NH:20][C:2]1[CH:7]=[C:6]([CH3:8])[N:5]=[C:4]([C:9]2[CH:14]=[CH:13][CH:12]=[CH:11][N:10]=2)[N:3]=1, predict the reactants needed to synthesize it. The reactants are: Cl[C:2]1[CH:7]=[C:6]([CH3:8])[N:5]=[C:4]([C:9]2[CH:14]=[CH:13][CH:12]=[CH:11][N:10]=2)[N:3]=1.[CH3:15][S:16][C:17]1[CH:18]=[C:19]([CH:21]=[CH:22][CH:23]=1)[NH2:20].